Task: Predict the product of the given reaction.. Dataset: Forward reaction prediction with 1.9M reactions from USPTO patents (1976-2016) (1) Given the reactants [O:1]1[CH2:7][CH2:6][CH2:5][N:4]([CH2:8][CH2:9][CH2:10][O:11][C:12]2[CH:17]=[CH:16][C:15]([C:18]3([CH2:24][NH2:25])[CH2:23][CH2:22][O:21][CH2:20][CH2:19]3)=[CH:14][CH:13]=2)[CH2:3][CH2:2]1.Br[CH2:27][CH2:28][O:29][CH2:30][CH2:31]Br.C([O-])([O-])=O.[K+].[K+], predict the reaction product. The product is: [NH3:4].[N:25]1([CH2:24][C:18]2([C:15]3[CH:16]=[CH:17][C:12]([O:11][CH2:10][CH2:9][CH2:8][N:4]4[CH2:5][CH2:6][CH2:7][O:1][CH2:2][CH2:3]4)=[CH:13][CH:14]=3)[CH2:23][CH2:22][O:21][CH2:20][CH2:19]2)[CH2:31][CH2:30][O:29][CH2:28][CH2:27]1. (2) Given the reactants [CH:1]1([NH:7][C:8]2[CH:15]=[CH:14][C:11]([C:12]#[N:13])=[CH:10][C:9]=2[N+:16]([O-])=O)[CH2:6][CH2:5][CH2:4][CH2:3][CH2:2]1, predict the reaction product. The product is: [NH2:16][C:9]1[CH:10]=[C:11]([CH:14]=[CH:15][C:8]=1[NH:7][CH:1]1[CH2:2][CH2:3][CH2:4][CH2:5][CH2:6]1)[C:12]#[N:13]. (3) Given the reactants [Br:1][C:2]1[CH:3]=[C:4]([NH:8][CH:9]([C:12]2[CH:17]=[CH:16][CH:15]=[C:14]([O:18][CH3:19])[CH:13]=2)[C:10]#[N:11])[CH:5]=[N:6][CH:7]=1.Cl.[OH2:21], predict the reaction product. The product is: [Br:1][C:2]1[CH:3]=[C:4]([NH:8][CH:9]([C:12]2[CH:17]=[CH:16][CH:15]=[C:14]([O:18][CH3:19])[CH:13]=2)[C:10]([NH2:11])=[O:21])[CH:5]=[N:6][CH:7]=1. (4) The product is: [CH3:37][C:23]1[N:22]=[C:21]([C:19]2[CH:18]=[CH:17][N:16]=[C:15]([C:11]3[CH:10]=[C:9]([S:6]([NH2:5])(=[O:7])=[O:8])[CH:14]=[CH:13][CH:12]=3)[N:20]=2)[CH:26]=[C:25]([C:27]2[CH:32]=[CH:31][C:30]([C:33]([F:35])([F:34])[F:36])=[CH:29][CH:28]=2)[CH:24]=1. Given the reactants C([NH:5][S:6]([C:9]1[CH:14]=[CH:13][CH:12]=[C:11]([C:15]2[N:20]=[C:19]([C:21]3[CH:26]=[C:25]([C:27]4[CH:32]=[CH:31][C:30]([C:33]([F:36])([F:35])[F:34])=[CH:29][CH:28]=4)[CH:24]=[C:23]([CH3:37])[N:22]=3)[CH:18]=[CH:17][N:16]=2)[CH:10]=1)(=[O:8])=[O:7])(C)(C)C.C(O)(C(F)(F)F)=O, predict the reaction product.